From a dataset of Forward reaction prediction with 1.9M reactions from USPTO patents (1976-2016). Predict the product of the given reaction. (1) Given the reactants [H-].[Na+].[NH2:3][C:4]1[N:8]([CH2:9][C:10]2[CH:15]=[CH:14][CH:13]=[CH:12][CH:11]=2)[N:7]=[CH:6][C:5]=1C(OCC)=O.F[C:22]1[CH:27]=[CH:26][CH:25]=[CH:24][C:23]=1[N+:28]([O-:30])=[O:29].[OH:31]S([O-])(=O)=O.[K+].C1[CH2:41][O:40][CH2:39][CH2:38]1, predict the reaction product. The product is: [CH2:9]([N:8]1[C:4]([NH:3][C:22]2[CH:27]=[CH:26][CH:25]=[CH:24][C:23]=2[N+:28]([O-:30])=[O:29])=[CH:5][C:6]([C:41]([O:40][CH2:39][CH3:38])=[O:31])=[N:7]1)[C:10]1[CH:11]=[CH:12][CH:13]=[CH:14][CH:15]=1. (2) The product is: [CH:17]([C:6]1[C:7]2[CH:8]=[C:9]([C:12]([O:14][CH2:15][CH3:16])=[O:13])[O:10][C:11]=2[C:3]([O:2][CH3:1])=[CH:4][CH:5]=1)=[O:18]. Given the reactants [CH3:1][O:2][C:3]1[C:11]2[O:10][C:9]([C:12]([O:14][CH2:15][CH3:16])=[O:13])=[CH:8][C:7]=2[CH:6]=[CH:5][CH:4]=1.[CH3:17][O:18]C(Cl)Cl.Cl, predict the reaction product. (3) Given the reactants [CH2:1]([S:4](Cl)(=[O:6])=[O:5])[CH2:2][CH3:3].[CH2:8]([S:15][C:16]1[N:21]=[C:20]([NH:22]S(C)(=O)=O)[CH:19]=[C:18]([NH:27][C@H:28]([CH3:31])[CH2:29]O)[N:17]=1)[C:9]1[CH:14]=[CH:13][CH:12]=[CH:11][CH:10]=1.[CH:32](N(CC)C(C)C)(C)C, predict the reaction product. The product is: [CH2:8]([S:15][C:16]1[N:21]=[C:20]([NH:22][S:4]([CH2:1][CH2:2][CH3:3])(=[O:6])=[O:5])[CH:19]=[C:18]([NH:27][C@H:28]([CH3:31])[CH2:29][CH3:32])[N:17]=1)[C:9]1[CH:14]=[CH:13][CH:12]=[CH:11][CH:10]=1. (4) Given the reactants C(OC([NH:8][CH:9]([C:40]([NH:42][CH3:43])=[O:41])[CH2:10][N:11]1[CH:15]([CH3:16])[C:14]2[CH:17]=[C:18]([C:21]3[C:29]4[C:24](=[CH:25][C:26]([F:30])=[CH:27][CH:28]=4)[NH:23][C:22]=3C(OC(C)(C)C)=O)[CH:19]=[CH:20][C:13]=2[S:12]1(=[O:39])=[O:38])=O)(C)(C)C, predict the reaction product. The product is: [NH2:8][CH:9]([CH2:10][N:11]1[CH:15]([CH3:16])[C:14]2[CH:17]=[C:18]([C:21]3[C:29]4[C:24](=[CH:25][C:26]([F:30])=[CH:27][CH:28]=4)[NH:23][CH:22]=3)[CH:19]=[CH:20][C:13]=2[S:12]1(=[O:38])=[O:39])[C:40]([NH:42][CH3:43])=[O:41]. (5) Given the reactants Br[C:2]1[CH:7]=[CH:6][C:5]([C:8]([F:11])([F:10])[F:9])=[CH:4][C:3]=1[S:12][CH2:13][CH3:14].[B:15]1([B:15]2[O:19][C:18]([CH3:21])([CH3:20])[C:17]([CH3:23])([CH3:22])[O:16]2)[O:19][C:18]([CH3:21])([CH3:20])[C:17]([CH3:23])([CH3:22])[O:16]1.C1(P(C2CCCCC2)C2CCCCC2)CCCCC1.C([O-])(=O)C.[K+], predict the reaction product. The product is: [CH2:13]([S:12][C:3]1[CH:4]=[C:5]([C:8]([F:11])([F:10])[F:9])[CH:6]=[CH:7][C:2]=1[B:15]1[O:19][C:18]([CH3:21])([CH3:20])[C:17]([CH3:23])([CH3:22])[O:16]1)[CH3:14]. (6) Given the reactants C(C1C=CC(N)=CC=1)CC1C=CC(N)=CC=1.[C:17]([O:21][C:22]([N:24]1[CH2:28][CH2:27][CH2:26][CH:25]1C(O)=O)=[O:23])([CH3:20])([CH3:19])[CH3:18].C(OC(N1C2C(=CC=CC=2)C=CC1)=O)C, predict the reaction product. The product is: [C:17]([O:21][C:22]([N:24]1[CH2:28][CH2:27][CH2:26][CH2:25]1)=[O:23])([CH3:20])([CH3:18])[CH3:19]. (7) Given the reactants Br[C:2]1[CH:7]=[C:6]2[NH:8][C:9](=[O:23])[C:10]3([CH2:15][CH2:14][N:13]([C:16]([O:18][C:19]([CH3:22])([CH3:21])[CH3:20])=[O:17])[CH2:12][CH2:11]3)[C:5]2=[CH:4][CH:3]=1.[CH3:24][C:25]1([CH3:41])[C:29]([CH3:31])([CH3:30])[O:28][B:27]([B:27]2[O:28][C:29]([CH3:31])([CH3:30])[C:25]([CH3:41])([CH3:24])[O:26]2)[O:26]1.C([O-])(=O)C.[K+], predict the reaction product. The product is: [O:23]=[C:9]1[C:10]2([CH2:15][CH2:14][N:13]([C:16]([O:18][C:19]([CH3:22])([CH3:21])[CH3:20])=[O:17])[CH2:12][CH2:11]2)[C:5]2[C:6](=[CH:7][C:2]([B:27]3[O:28][C:29]([CH3:31])([CH3:30])[C:25]([CH3:41])([CH3:24])[O:26]3)=[CH:3][CH:4]=2)[NH:8]1. (8) Given the reactants C[C:2]1([CH3:27])[CH2:7][CH2:6][NH:5][S:4](=[O:9])(=[O:8])[N:3]1[CH2:10][C:11]1[CH:16]=[CH:15][C:14]([N:17]2[CH2:22][CH2:21][N:20]([C:23](=[O:25])[CH3:24])[CH2:19][CH2:18]2)=[CH:13][C:12]=1[F:26].[C:28]1(I)[CH:33]=[CH:32][CH:31]=[CH:30][CH:29]=1.CC1(C)C2C(=C(P(C3C=CC=CC=3)C3C=CC=CC=3)C=CC=2)OC2C(P(C3C=CC=CC=3)C3C=CC=CC=3)=CC=CC1=2.C([O-])([O-])=O.[Cs+].[Cs+], predict the reaction product. The product is: [F:26][C:12]1[CH:13]=[C:14]([N:17]2[CH2:18][CH2:19][N:20]([C:23](=[O:25])[CH3:24])[CH2:21][CH2:22]2)[CH:15]=[CH:16][C:11]=1[CH2:10][N:3]1[CH:2]([CH3:27])[CH2:7][CH2:6][N:5]([C:28]2[CH:33]=[CH:32][CH:31]=[CH:30][CH:29]=2)[S:4]1(=[O:9])=[O:8]. (9) Given the reactants [F:1][C:2]1[CH:3]=[C:4]([N:19](C2C=CC(F)=CC=2)[C:20]([C:22]2([C:25]([NH2:27])=[O:26])[CH2:24][CH2:23]2)=[O:21])[CH:5]=[CH:6][C:7]=1[O:8][C:9]1[CH:14]=[CH:13][N:12]=[C:11]2[CH:15]=[C:16](I)[S:17][C:10]=12.[CH2:35]([CH:38]1[CH2:43][CH2:42][N:41]([C:44]([O:46][C:47]([CH3:50])([CH3:49])[CH3:48])=[O:45])[CH2:40][CH2:39]1)[C:36]#[CH:37], predict the reaction product. The product is: [C:25]([C:22]1([C:20]([NH:19][C:4]2[CH:5]=[CH:6][C:7]([O:8][C:9]3[CH:14]=[CH:13][N:12]=[C:11]4[CH:15]=[C:16]([C:37]#[C:36][CH2:35][CH:38]5[CH2:43][CH2:42][N:41]([C:44]([O:46][C:47]([CH3:50])([CH3:49])[CH3:48])=[O:45])[CH2:40][CH2:39]5)[S:17][C:10]=34)=[C:2]([F:1])[CH:3]=2)=[O:21])[CH2:24][CH2:23]1)(=[O:26])[NH2:27].